From a dataset of Reaction yield outcomes from USPTO patents with 853,638 reactions. Predict the reaction yield, written as a fraction of the theoretical maximum amount of product (1.0 means a 100% yield; for example, 0.34 means a 34% yield). (1) The reactants are [K].N1C=CN=C1.FC(F)(F)C(OCC)=O.[F:16][C:17]([N:22]1[CH:26]=[CH:25][N:24]=[CH:23]1)(F)[CH:18]([F:20])[F:19]. The catalyst is O1CCCC1. The product is [F:16][C:17]([N:22]1[CH:26]=[CH:25][N:24]=[CH:23]1)=[C:18]([F:20])[F:19]. The yield is 0.130. (2) The reactants are [F:1][C:2]1[CH:3]=[C:4]([CH2:9][C:10]([OH:12])=[O:11])[CH:5]=[CH:6][C:7]=1[OH:8].S(=O)(=O)(O)O.[CH3:18]O. No catalyst specified. The product is [CH3:18][O:11][C:10](=[O:12])[CH2:9][C:4]1[CH:5]=[CH:6][C:7]([OH:8])=[C:2]([F:1])[CH:3]=1. The yield is 0.976. (3) The reactants are [OH-].[Na+].[NH2:3][C:4]([NH2:6])=[S:5].[C:7]1([N:13]=[C:14]=[S:15])[CH:12]=[CH:11][CH:10]=[CH:9][CH:8]=1.Cl. The catalyst is O.CC#N. The product is [C:7]1([NH:13][C:14]([NH:3][C:4]([NH2:6])=[S:5])=[S:15])[CH:12]=[CH:11][CH:10]=[CH:9][CH:8]=1. The yield is 0.300. (4) The reactants are [CH3:1][S:2]([C:5]1[CH:6]=[C:7]2[C:12](=[CH:13][CH:14]=1)[N:11]=[CH:10][CH:9]=[C:8]2O)(=[O:4])=[O:3].P(Cl)(Cl)([Cl:18])=O. No catalyst specified. The product is [Cl:18][C:8]1[C:7]2[C:12](=[CH:13][CH:14]=[C:5]([S:2]([CH3:1])(=[O:4])=[O:3])[CH:6]=2)[N:11]=[CH:10][CH:9]=1. The yield is 0.920. (5) The reactants are [Cl:1][C:2]1[N:3]=[C:4]([N:13]2[CH2:18][CH2:17][O:16][CH2:15][CH2:14]2)[C:5]2[S:10][C:9]([CH:11]=O)=[CH:8][C:6]=2[N:7]=1.C1COCC1.[CH3:24][NH2:25]. The catalyst is C1(C)C=CC=CC=1.O. The product is [Cl:1][C:2]1[N:3]=[C:4]([N:13]2[CH2:18][CH2:17][O:16][CH2:15][CH2:14]2)[C:5]2[S:10][C:9]([CH2:11][NH:25][CH3:24])=[CH:8][C:6]=2[N:7]=1. The yield is 0.530. (6) The product is [Br:14][C:15]1[CH:16]=[N:17][C:18]2[CH2:19][CH2:20][N:21]([C:11]([C:9]3[CH:10]=[C:5]4[N:4]=[CH:3][C:2]([Cl:1])=[CH:7][N:6]4[N:8]=3)=[O:13])[CH2:22][C:23]=2[CH:24]=1. The reactants are [Cl:1][C:2]1[CH:3]=[N:4][C:5]2[N:6]([N:8]=[C:9]([C:11]([OH:13])=O)[CH:10]=2)[CH:7]=1.[Br:14][C:15]1[CH:16]=[N:17][C:18]2[CH2:19][CH2:20][NH:21][CH2:22][C:23]=2[CH:24]=1. No catalyst specified. The yield is 0.660. (7) The reactants are [CH2:1]([C:4]1[C:8]([CH2:9][CH2:10][CH2:11][OH:12])=[CH:7][N:6]([C:13]2[CH:18]=[CH:17][C:16]([C:19]([F:22])([F:21])[F:20])=[CH:15][N:14]=2)[N:5]=1)[CH2:2][CH3:3].O[C:24]1[CH:29]=[CH:28][C:27]([CH2:30][CH2:31][C:32]([O:34]C)=[O:33])=[CH:26][CH:25]=1.C(P(CCCC)CCCC)CCC.N(C(N1CCCCC1)=O)=NC(N1CCCCC1)=O. The catalyst is O1CCCC1. The product is [CH2:1]([C:4]1[C:8]([CH2:9][CH2:10][CH2:11][O:12][C:24]2[CH:29]=[CH:28][C:27]([CH2:30][CH2:31][C:32]([OH:34])=[O:33])=[CH:26][CH:25]=2)=[CH:7][N:6]([C:13]2[CH:18]=[CH:17][C:16]([C:19]([F:21])([F:20])[F:22])=[CH:15][N:14]=2)[N:5]=1)[CH2:2][CH3:3]. The yield is 0.880.